From a dataset of Full USPTO retrosynthesis dataset with 1.9M reactions from patents (1976-2016). Predict the reactants needed to synthesize the given product. (1) Given the product [C:1]([O:5][C:6]([NH:8][C@@H:9]1[CH2:10][CH2:11][C@H:12]([NH:15][C@@H:16]([C:25]([OH:27])=[O:26])[CH2:17][C:18]2[CH:19]=[CH:20][C:21]([Cl:24])=[CH:22][CH:23]=2)[CH2:13][CH2:14]1)=[O:7])([CH3:4])([CH3:2])[CH3:3], predict the reactants needed to synthesize it. The reactants are: [C:1]([O:5][C:6]([NH:8][C@@H:9]1[CH2:14][CH2:13][C@H:12]([NH:15][C@@H:16]([C:25]([O:27]C)=[O:26])[CH2:17][C:18]2[CH:23]=[CH:22][C:21]([Cl:24])=[CH:20][CH:19]=2)[CH2:11][CH2:10]1)=[O:7])([CH3:4])([CH3:3])[CH3:2].[OH-].[Na+]. (2) Given the product [OH:25]/[N:24]=[CH:2]/[C:3]([NH:15][C:16]1[CH:21]=[CH:20][CH:19]=[CH:18][C:17]=1[CH3:22])=[O:5], predict the reactants needed to synthesize it. The reactants are: Cl[C:2](Cl)(Cl)[CH:3]([OH:5])O.S([O-])([O-])(=O)=O.[Na+].[Na+].[NH2:15][C:16]1[C:17]([CH3:22])=[CH:18][CH:19]=[CH:20][CH:21]=1.Cl.[NH2:24][OH:25]. (3) Given the product [Cl:19][C:16]1[CH:15]=[CH:14][C:13]([N:8]2[C:9]([CH2:10][O:11][CH3:12])=[C:5]([C:3]([OH:4])=[O:2])[CH:6]=[N:7]2)=[CH:18][CH:17]=1, predict the reactants needed to synthesize it. The reactants are: C[O:2][C:3]([C:5]1[CH:6]=[N:7][N:8]([C:13]2[CH:18]=[CH:17][C:16]([Cl:19])=[CH:15][CH:14]=2)[C:9]=1[CH2:10][O:11][CH3:12])=[O:4].[OH-].[Li+].